From a dataset of Catalyst prediction with 721,799 reactions and 888 catalyst types from USPTO. Predict which catalyst facilitates the given reaction. Reactant: CS(O[CH2:6][CH2:7][O:8][C:9]1[CH:14]=[CH:13][C:12]([CH2:15][N:16]([C:31]([O:33][C:34]([CH3:37])([CH3:36])[CH3:35])=[O:32])[CH2:17][C@H:18]([OH:30])[C:19]2[C:27]3[S:26][C:25](=[O:28])[NH:24][C:23]=3[C:22]([OH:29])=[CH:21][CH:20]=2)=[CH:11][CH:10]=1)(=O)=O.FC(F)(F)C(O)=O.[CH:45]([C:48]1[S:49][CH:50]=[C:51]([C:53]([N:55]2[CH2:60][C:59]3([CH2:65][CH2:64][NH:63][CH2:62][CH2:61]3)[O:58][CH2:57][CH2:56]2)=[O:54])[N:52]=1)([CH3:47])[CH3:46].C(N(CC)CC)C. The catalyst class is: 23. Product: [OH:30][C@H:18]([C:19]1[C:27]2[S:26][C:25](=[O:28])[NH:24][C:23]=2[C:22]([OH:29])=[CH:21][CH:20]=1)[CH2:17][N:16]([CH2:15][C:12]1[CH:11]=[CH:10][C:9]([O:8][CH2:7][CH2:6][N:63]2[CH2:62][CH2:61][C:59]3([O:58][CH2:57][CH2:56][N:55]([C:53]([C:51]4[N:52]=[C:48]([CH:45]([CH3:47])[CH3:46])[S:49][CH:50]=4)=[O:54])[CH2:60]3)[CH2:65][CH2:64]2)=[CH:14][CH:13]=1)[C:31](=[O:32])[O:33][C:34]([CH3:37])([CH3:35])[CH3:36].